From a dataset of Peptide-MHC class II binding affinity with 134,281 pairs from IEDB. Regression. Given a peptide amino acid sequence and an MHC pseudo amino acid sequence, predict their binding affinity value. This is MHC class II binding data. (1) The peptide sequence is EVLKGPFTVRYTTEG. The MHC is HLA-DPA10103-DPB10301 with pseudo-sequence HLA-DPA10103-DPB10301. The binding affinity (normalized) is 0.165. (2) The peptide sequence is ERIFKRFDTNGDGKI. The MHC is DRB1_1001 with pseudo-sequence DRB1_1001. The binding affinity (normalized) is 0.607. (3) The peptide sequence is NFRFMSKGGMRNVFD. The MHC is DRB1_1101 with pseudo-sequence DRB1_1101. The binding affinity (normalized) is 0.638. (4) The peptide sequence is IPTAFKIGKTYTPEE. The MHC is DRB1_0301 with pseudo-sequence DRB1_0301. The binding affinity (normalized) is 0.0358. (5) The peptide sequence is LKNCVDAKMTEEDKE. The MHC is HLA-DQA10101-DQB10501 with pseudo-sequence HLA-DQA10101-DQB10501. The binding affinity (normalized) is 0.0745. (6) The peptide sequence is WIFRALKYDFNHDPT. The MHC is DRB1_0101 with pseudo-sequence DRB1_0101. The binding affinity (normalized) is 0.620. (7) The peptide sequence is LKLIETHLRTIPSHAFSNL. The MHC is DRB1_0302 with pseudo-sequence DRB1_0302. The binding affinity (normalized) is 0.0150. (8) The peptide sequence is EMPSEEGYQDYEPEA. The MHC is DRB1_0401 with pseudo-sequence DRB1_0401. The binding affinity (normalized) is 0.175.